This data is from CYP3A4 inhibition data for predicting drug metabolism from PubChem BioAssay. The task is: Regression/Classification. Given a drug SMILES string, predict its absorption, distribution, metabolism, or excretion properties. Task type varies by dataset: regression for continuous measurements (e.g., permeability, clearance, half-life) or binary classification for categorical outcomes (e.g., BBB penetration, CYP inhibition). Dataset: cyp3a4_veith. The molecule is COc1ccc(CCNc2c(C)c(C)nc3ncnn23)cc1. The result is 0 (non-inhibitor).